Dataset: Antibody developability classification from SAbDab with 2,409 antibodies. Task: Regression/Classification. Given an antibody's heavy chain and light chain sequences, predict its developability. TAP uses regression for 5 developability metrics; SAbDab uses binary classification. The antibody is ['EVQLVESGGGVVQPGGSLRLSCVASGFSFSDFGMNWVRQAPGKGLEWVAFVPFDRRINYYAESVRGRFTISRDDSKNTVFLQMDSLRPEDTAIYYCAKHRSQWNFWPREGGLDHWGQGTLVTVSS', 'QSALTQPASVSGSPGQSITISCTGTSSDVGGYNYVSWYRQHPGEAPKAIIFDVTNRPSGISNRFSGSKFGNTASLTISGLQAEDEADYYCAAYTVASTLLFGGGTKVTVL']. Result: 0 (not developable).